This data is from Peptide-MHC class II binding affinity with 134,281 pairs from IEDB. The task is: Regression. Given a peptide amino acid sequence and an MHC pseudo amino acid sequence, predict their binding affinity value. This is MHC class II binding data. (1) The peptide sequence is MAFLRSVSCLAAAVF. The MHC is HLA-DQA10501-DQB10301 with pseudo-sequence HLA-DQA10501-DQB10301. The binding affinity (normalized) is 0.366. (2) The MHC is DRB1_1101 with pseudo-sequence DRB1_1101. The binding affinity (normalized) is 0.227. The peptide sequence is GAYLEEQEQWKTANE.